Dataset: NCI-60 drug combinations with 297,098 pairs across 59 cell lines. Task: Regression. Given two drug SMILES strings and cell line genomic features, predict the synergy score measuring deviation from expected non-interaction effect. (1) Cell line: LOX IMVI. Synergy scores: CSS=5.25, Synergy_ZIP=-2.14, Synergy_Bliss=-1.20, Synergy_Loewe=0.122, Synergy_HSA=0.388. Drug 2: CC12CCC3C(C1CCC2O)C(CC4=C3C=CC(=C4)O)CCCCCCCCCS(=O)CCCC(C(F)(F)F)(F)F. Drug 1: C1CCC(C1)C(CC#N)N2C=C(C=N2)C3=C4C=CNC4=NC=N3. (2) Drug 1: CN(C)C(=N)N=C(N)N. Drug 2: CC(C)(C#N)C1=CC=C(C=C1)N2C3=C4C=C(C=CC4=NC=C3N(C2=O)C)C5=CC6=CC=CC=C6N=C5. Cell line: T-47D. Synergy scores: CSS=51.0, Synergy_ZIP=15.9, Synergy_Bliss=16.4, Synergy_Loewe=1.55, Synergy_HSA=15.9.